From a dataset of Full USPTO retrosynthesis dataset with 1.9M reactions from patents (1976-2016). Predict the reactants needed to synthesize the given product. (1) The reactants are: [Cl:1][C:2]1[CH:10]=[C:6]([C:7]([OH:9])=O)[C:5]([OH:11])=[CH:4][CH:3]=1.[CH3:12][O:13][C:14]1[CH:19]=[CH:18][CH:17]=[C:16]([NH2:20])[CH:15]=1. Given the product [Cl:1][C:2]1[CH:3]=[CH:4][C:5]([OH:11])=[C:6]([CH:10]=1)[C:7]([NH:20][C:16]1[CH:17]=[CH:18][CH:19]=[C:14]([O:13][CH3:12])[CH:15]=1)=[O:9], predict the reactants needed to synthesize it. (2) Given the product [C:1]([C:3]1[CH:8]=[CH:7][C:6]([O:9][CH3:10])=[CH:5][C:4]=1[O:11][C@@H:22]([C:23]1[CH:24]=[CH:25][CH:26]=[CH:27][CH:28]=1)[CH2:21][CH2:20][N:18]([CH3:19])[C:17](=[O:30])[O:16][C:13]([CH3:15])([CH3:14])[CH3:12])#[N:2], predict the reactants needed to synthesize it. The reactants are: [C:1]([C:3]1[CH:8]=[CH:7][C:6]([O:9][CH3:10])=[CH:5][C:4]=1[OH:11])#[N:2].[CH3:12][C:13]([O:16][C:17](=[O:30])[N:18]([CH2:20][CH2:21][C@H:22](O)[C:23]1[CH:28]=[CH:27][CH:26]=[CH:25][CH:24]=1)[CH3:19])([CH3:15])[CH3:14].C1(P(C2C=CC=CC=2)C2C=CC=CC=2)C=CC=CC=1.[N+](C(OCC)=O)(C(OCC)=O)=[N-]. (3) Given the product [NH:15]([C:2]1[N:7]=[CH:6][C:5]([S:8]([N:11]([CH3:13])[CH3:12])(=[O:10])=[O:9])=[CH:4][CH:3]=1)[NH2:16], predict the reactants needed to synthesize it. The reactants are: Cl[C:2]1[N:7]=[CH:6][C:5]([S:8]([N:11]([CH3:13])[CH3:12])(=[O:10])=[O:9])=[CH:4][CH:3]=1.O.[NH2:15][NH2:16].